This data is from Reaction yield outcomes from USPTO patents with 853,638 reactions. The task is: Predict the reaction yield, written as a fraction of the theoretical maximum amount of product (1.0 means a 100% yield; for example, 0.34 means a 34% yield). (1) The reactants are [CH3:1][N:2]1[CH2:7][CH2:6][C:5](=O)[CH2:4][CH2:3]1.O1CCCC1.[CH3:14][NH2:15]. The catalyst is CO.[Pd]. The product is [CH3:1][N:2]1[CH2:7][CH2:6][CH:5]([NH:15][CH3:14])[CH2:4][CH2:3]1. The yield is 0.870. (2) The reactants are [N+:1]([C:4]1[CH:5]=[C:6]([OH:10])[CH:7]=[CH:8][CH:9]=1)([O-:3])=[O:2].[H-].[Na+].[Cl:13][CH2:14][CH2:15][CH2:16]I.[Na+].[Cl-]. The catalyst is CN(C)C=O.O. The product is [Cl:13][CH2:14][CH2:15][CH2:16][O:10][C:6]1[CH:7]=[CH:8][CH:9]=[C:4]([N+:1]([O-:3])=[O:2])[CH:5]=1. The yield is 0.851. (3) The reactants are [CH3:1][C:2]([CH3:17])([O:4][C:5]([NH:7][NH:8][C@H:9]([C:14]([OH:16])=[O:15])[CH2:10][C:11](=[O:13])[NH2:12])=[O:6])[CH3:3].C(=O)([O-])[O-].[Cs+].[Cs+].[CH2:24](Br)[C:25]1[CH:30]=[CH:29][CH:28]=[CH:27][CH:26]=1.O. The catalyst is CO.CN(C)C=O.CCCCCC. The product is [CH3:3][C:2]([CH3:17])([O:4][C:5]([NH:7][NH:8][C@H:9]([C:14]([O:16][CH2:24][C:25]1[CH:30]=[CH:29][CH:28]=[CH:27][CH:26]=1)=[O:15])[CH2:10][C:11](=[O:13])[NH2:12])=[O:6])[CH3:1]. The yield is 0.510. (4) The reactants are [S:1]1[CH2:7][C:5](=[O:6])[NH:4][C:2]1=[S:3].[F:8][C:9]1[CH:16]=[C:13]([CH:14]=O)[C:12]([OH:17])=[CH:11][CH:10]=1.C([O-])(=O)C.[NH4+]. The catalyst is C(O)(=O)C. The product is [F:8][C:9]1[CH:10]=[CH:11][C:12]([OH:17])=[C:13](/[CH:14]=[C:7]2/[C:5](=[O:6])[NH:4][C:2](=[S:3])[S:1]/2)[CH:16]=1. The yield is 0.710. (5) The reactants are [CH:1]#[C:2][CH2:3][NH:4][C@H:5]1[C:9]2[CH:10]=[CH:11][CH:12]=[CH:13][C:8]=2[CH2:7][CH2:6]1.[CH3:14][S:15]([OH:18])(=[O:17])=[O:16]. The catalyst is C(#N)C. The product is [CH3:14][S:15]([OH:18])(=[O:17])=[O:16].[CH:1]#[C:2][CH2:3][NH:4][C@H:5]1[C:9]2[CH:10]=[CH:11][CH:12]=[CH:13][C:8]=2[CH2:7][CH2:6]1. The yield is 0.862. (6) The product is [CH2:18]([O:25][C@@H:26]1[C@@H:27]([OH:35])[C@@H:28]2[O:34][Si:2]([CH:15]([CH3:17])[CH3:16])([CH:12]([CH3:14])[CH3:13])[O:3][Si:4]([CH:8]([CH3:10])[CH3:9])([CH:5]([CH3:7])[CH3:6])[O:33][CH2:32][C@H:29]2[C:30]1=[CH2:31])[C:19]1[CH:20]=[CH:21][CH:22]=[CH:23][CH:24]=1. The catalyst is N1C=CC=CC=1. The yield is 0.820. The reactants are Cl[Si:2]([CH:15]([CH3:17])[CH3:16])([CH:12]([CH3:14])[CH3:13])[O:3][Si:4](Cl)([CH:8]([CH3:10])[CH3:9])[CH:5]([CH3:7])[CH3:6].[CH2:18]([O:25][C@H:26]1[C:30](=[CH2:31])[C@H:29]([CH2:32][OH:33])[C@H:28]([OH:34])[C@@H:27]1[OH:35])[C:19]1[CH:24]=[CH:23][CH:22]=[CH:21][CH:20]=1. (7) The reactants are [O:1]1[CH:5]2[C:6]3[C:7]4[C:12]([C:13]5[C:18]([C:19]=3[CH:2]1[CH:3]=[CH:4]2)=[CH:17][CH:16]=[CH:15][CH:14]=5)=[CH:11][CH:10]=[CH:9][CH:8]=4. The yield is 0.900. The product is [C:2]1([OH:1])[C:19]2[C:18]3[C:13](=[CH:14][CH:15]=[CH:16][CH:17]=3)[C:12]3[C:7](=[CH:8][CH:9]=[CH:10][CH:11]=3)[C:6]=2[CH:5]=[CH:4][CH:3]=1. The catalyst is [O-]S(C(F)(F)F)(=O)=O.[Cu+2].[O-]S(C(F)(F)F)(=O)=O.ClCCl. (8) The reactants are [F:1][C:2]1[C:3]([OH:10])=[C:4]([CH:7]=[CH:8][CH:9]=1)[CH:5]=O.[NH:11]1[CH2:16][CH2:15][CH2:14][CH2:13][CH2:12]1.[S:17]1[CH2:23][C:21](=[O:22])[NH:20][C:18]1=S. No catalyst specified. The product is [F:1][C:2]1[C:3]([OH:10])=[C:4](/[CH:5]=[C:23]2/[C:21](=[O:22])[N:20]=[C:18]([N:11]3[CH2:16][CH2:15][CH2:14][CH2:13][CH2:12]3)[S:17]/2)[CH:7]=[CH:8][CH:9]=1. The yield is 0.0900. (9) The reactants are C([O:3][C:4](=[O:19])[CH:5]([C:11]1[C:16]([F:17])=[CH:15][C:14]([F:18])=[CH:13][N:12]=1)C(OCC)=O)C.O.[OH-].[Li+].Cl. The catalyst is C1COCC1.O. The product is [F:17][C:16]1[C:11]([CH2:5][C:4]([OH:19])=[O:3])=[N:12][CH:13]=[C:14]([F:18])[CH:15]=1. The yield is 0.530. (10) The reactants are [CH2:1]([C:3]1[N:8]=[CH:7][C:6]([CH2:9]O)=[CH:5][CH:4]=1)[CH3:2].C1(P([N:25]=[N+:26]=[N-:27])(C2C=CC=CC=2)=O)C=CC=CC=1.N12CCCN=C1CCCCC2.O. The catalyst is C1(C)C=CC=CC=1.C(OCC)(=O)C. The product is [CH2:1]([C:3]1[N:8]=[CH:7][C:6]([CH2:9][N:25]=[N+:26]=[N-:27])=[CH:5][CH:4]=1)[CH3:2]. The yield is 0.845.